From a dataset of Full USPTO retrosynthesis dataset with 1.9M reactions from patents (1976-2016). Predict the reactants needed to synthesize the given product. Given the product [F:31][C:23]1[CH:22]=[CH:21][C:20]([C:18]2[N:6]3[N:5]=[CH:4][C:3]([C:7]([C:9]4[S:10][CH:11]=[CH:12][CH:13]=4)=[O:8])=[C:2]3[N:1]=[CH:16][CH:17]=2)=[CH:25][C:24]=1[N:26]([CH3:30])[C:27](=[O:29])[CH3:28], predict the reactants needed to synthesize it. The reactants are: [NH2:1][C:2]1[NH:6][N:5]=[CH:4][C:3]=1[C:7]([C:9]1[S:10][CH:11]=[CH:12][CH:13]=1)=[O:8].CN(C)[CH:16]=[CH:17][C:18]([C:20]1[CH:21]=[CH:22][C:23]([F:31])=[C:24]([N:26]([CH3:30])[C:27](=[O:29])[CH3:28])[CH:25]=1)=O.